From a dataset of Reaction yield outcomes from USPTO patents with 853,638 reactions. Predict the reaction yield, written as a fraction of the theoretical maximum amount of product (1.0 means a 100% yield; for example, 0.34 means a 34% yield). The reactants are [CH3:1][O:2][C:3]1[CH:4]=[C:5]2[C:10](=[CH:11][C:12]=1[O:13][CH3:14])[N:9]=[CH:8][CH:7]=[C:6]2[O:15][C:16]1[CH:22]=[CH:21][C:19]([NH2:20])=[CH:18][CH:17]=1.Cl[C:24](Cl)([O:26]C(=O)OC(Cl)(Cl)Cl)Cl.[CH3:35][CH2:36][CH2:37][CH:38]([OH:42])[CH2:39][CH2:40][CH3:41].C(=O)(O)[O-].[Na+]. The catalyst is C(Cl)Cl.C(N(CC)CC)C.C1(C)C=CC=CC=1. The product is [CH3:1][O:2][C:3]1[CH:4]=[C:5]2[C:10](=[CH:11][C:12]=1[O:13][CH3:14])[N:9]=[CH:8][CH:7]=[C:6]2[O:15][C:16]1[CH:22]=[CH:21][C:19]([NH:20][C:24](=[O:26])[O:42][CH:38]([CH2:39][CH2:40][CH3:41])[CH2:37][CH2:36][CH3:35])=[CH:18][CH:17]=1. The yield is 0.600.